The task is: Regression. Given two drug SMILES strings and cell line genomic features, predict the synergy score measuring deviation from expected non-interaction effect.. This data is from NCI-60 drug combinations with 297,098 pairs across 59 cell lines. (1) Drug 2: CCC1(C2=C(COC1=O)C(=O)N3CC4=CC5=C(C=CC(=C5CN(C)C)O)N=C4C3=C2)O.Cl. Drug 1: CNC(=O)C1=NC=CC(=C1)OC2=CC=C(C=C2)NC(=O)NC3=CC(=C(C=C3)Cl)C(F)(F)F. Cell line: A498. Synergy scores: CSS=22.0, Synergy_ZIP=-2.89, Synergy_Bliss=2.53, Synergy_Loewe=-12.4, Synergy_HSA=2.80. (2) Drug 1: CCN(CC)CCNC(=O)C1=C(NC(=C1C)C=C2C3=C(C=CC(=C3)F)NC2=O)C. Drug 2: COC1=C2C(=CC3=C1OC=C3)C=CC(=O)O2. Cell line: CAKI-1. Synergy scores: CSS=-1.58, Synergy_ZIP=-0.321, Synergy_Bliss=2.91, Synergy_Loewe=-1.68, Synergy_HSA=-0.940.